Task: Predict the product of the given reaction.. Dataset: Forward reaction prediction with 1.9M reactions from USPTO patents (1976-2016) (1) Given the reactants [CH2:1]([NH:3][C:4](=[O:22])[NH:5][C:6]1[CH:14]=[C:13]([NH:15][C:16]2[CH:21]=[CH:20][CH:19]=[CH:18][CH:17]=2)[C:9]([C:10]([OH:12])=O)=[CH:8][N:7]=1)[CH3:2].CN(C(ON1N=NC2C=CC=CC1=2)=[N+](C)C)C.F[P-](F)(F)(F)(F)F.CCN(C(C)C)C(C)C.[Cl:56][C:57]1[CH:63]=[CH:62][CH:61]=[CH:60][C:58]=1[NH2:59], predict the reaction product. The product is: [Cl:56][C:57]1[CH:63]=[CH:62][CH:61]=[CH:60][C:58]=1[NH:59][C:10](=[O:12])[C:9]1[C:13]([NH:15][C:16]2[CH:21]=[CH:20][CH:19]=[CH:18][CH:17]=2)=[CH:14][C:6]([NH:5][C:4]([NH:3][CH2:1][CH3:2])=[O:22])=[N:7][CH:8]=1. (2) Given the reactants C([Sn](Cl)(CCCC)CCCC)CCC.[N-:15]=[N+:16]=[N-:17].[Na+].[C:19]([CH2:21][NH:22][C@@H:23]([CH2:41][C:42]1[CH:47]=[CH:46][C:45]([F:48])=[CH:44][CH:43]=1)[C:24]([NH:26][C:27]1[N:31]([CH3:32])[N:30]=[C:29]([C:33]2[CH:38]=[CH:37][N:36]=[C:35]([NH:39][CH3:40])[CH:34]=2)[CH:28]=1)=[O:25])#[N:20], predict the reaction product. The product is: [NH:15]1[C:19]([CH2:21][NH:22][C@@H:23]([CH2:41][C:42]2[CH:43]=[CH:44][C:45]([F:48])=[CH:46][CH:47]=2)[C:24]([NH:26][C:27]2[N:31]([CH3:32])[N:30]=[C:29]([C:33]3[CH:38]=[CH:37][N:36]=[C:35]([NH:39][CH3:40])[CH:34]=3)[CH:28]=2)=[O:25])=[N:20][N:17]=[N:16]1. (3) Given the reactants [N+:1]([C:4]1[CH:9]=[CH:8][C:7]([CH:10]([NH:12][C:13](=[O:19])[O:14][C:15]([CH3:18])([CH3:17])[CH3:16])[CH3:11])=[CH:6][CH:5]=1)([O-])=O, predict the reaction product. The product is: [NH2:1][C:4]1[CH:9]=[CH:8][C:7]([CH:10]([NH:12][C:13](=[O:19])[O:14][C:15]([CH3:18])([CH3:17])[CH3:16])[CH3:11])=[CH:6][CH:5]=1. (4) Given the reactants [I-].[CH3:2][P+](C1C=CC=CC=1)(C1C=CC=CC=1)C1C=CC=CC=1.CC(C)([O-])C.[K+].[C:28]([C:32]1[CH:33]=[C:34]([CH:61]=[C:62]([C:64]([CH3:67])([CH3:66])[CH3:65])[CH:63]=1)[CH:35]=[CH:36][C:37]1[CH:38]=[C:39]([CH:42]=[C:43]([CH:45]=[CH:46][C:47]2[CH:52]=[C:51]([C:53]([CH3:56])([CH3:55])[CH3:54])[CH:50]=[C:49]([C:57]([CH3:60])([CH3:59])[CH3:58])[CH:48]=2)[CH:44]=1)[CH:40]=O)([CH3:31])([CH3:30])[CH3:29], predict the reaction product. The product is: [C:28]([C:32]1[CH:33]=[C:34]([CH:61]=[C:62]([C:64]([CH3:67])([CH3:66])[CH3:65])[CH:63]=1)[CH:35]=[CH:36][C:37]1[CH:38]=[C:39]([CH:42]=[C:43]([CH:45]=[CH:46][C:47]2[CH:52]=[C:51]([C:53]([CH3:56])([CH3:55])[CH3:54])[CH:50]=[C:49]([C:57]([CH3:60])([CH3:59])[CH3:58])[CH:48]=2)[CH:44]=1)[CH:40]=[CH2:2])([CH3:31])([CH3:30])[CH3:29]. (5) Given the reactants [CH2:1]([O:8][C:9]([NH:11][C@@H:12]1[CH2:21][C:20]2[C:15](=[CH:16][CH:17]=[CH:18][CH:19]=2)[CH2:14][C@H:13]1[OH:22])=[O:10])[C:2]1[CH:7]=[CH:6][CH:5]=[CH:4][CH:3]=1.[Cr](Cl)([O-])(=O)=O.[NH+]1C=CC=CC=1, predict the reaction product. The product is: [CH2:1]([O:8][C:9]([NH:11][CH:12]1[CH2:21][C:20]2[C:15](=[CH:16][CH:17]=[CH:18][CH:19]=2)[CH2:14][C:13]1=[O:22])=[O:10])[C:2]1[CH:7]=[CH:6][CH:5]=[CH:4][CH:3]=1.